Dataset: Forward reaction prediction with 1.9M reactions from USPTO patents (1976-2016). Task: Predict the product of the given reaction. (1) The product is: [C:8]([CH:9]1[CH2:10][CH2:11][CH:12]([CH:15]2[CH2:20][CH2:19][CH:18]([C:21]3[CH:26]=[CH:25][C:24]([CH2:27][CH2:28][CH3:29])=[CH:23][CH:22]=3)[CH2:17][CH2:16]2)[CH2:13][CH2:14]1)#[CH:7]. Given the reactants [Li]CCCC.Br[C:7](Br)=[CH:8][CH:9]1[CH2:14][CH2:13][CH:12]([CH:15]2[CH2:20][CH2:19][CH:18]([C:21]3[CH:26]=[CH:25][C:24]([CH2:27][CH2:28][CH3:29])=[CH:23][CH:22]=3)[CH2:17][CH2:16]2)[CH2:11][CH2:10]1.O.Cl, predict the reaction product. (2) Given the reactants [C:1]([O:5][C:6]([N:8]1[CH2:13][CH2:12][C:11](=[O:14])[CH2:10][CH2:9]1)=[O:7])([CH3:4])([CH3:3])[CH3:2].B(F)(F)F.CCOCC.[N+](=[CH:26][C:27]([O:29][CH2:30][CH3:31])=[O:28])=[N-].C(=O)([O-])[O-].[K+].[K+], predict the reaction product. The product is: [CH2:30]([O:29][C:27]([CH:26]1[C:11](=[O:14])[CH2:10][CH2:9][N:8]([C:6]([O:5][C:1]([CH3:2])([CH3:4])[CH3:3])=[O:7])[CH2:13][CH2:12]1)=[O:28])[CH3:31].